This data is from hERG potassium channel inhibition data for cardiac toxicity prediction from Karim et al.. The task is: Regression/Classification. Given a drug SMILES string, predict its toxicity properties. Task type varies by dataset: regression for continuous values (e.g., LD50, hERG inhibition percentage) or binary classification for toxic/non-toxic outcomes (e.g., AMES mutagenicity, cardiotoxicity, hepatotoxicity). Dataset: herg_karim. (1) The compound is Cc1nc2cccnc2c(=O)n1-c1ccc(OC2CCN(C3CCC3)CC2)cc1. The result is 0 (non-blocker). (2) The molecule is Clc1cccc(OC(c2ccccc2)C2CCNCC2)c1Cl. The result is 1 (blocker). (3) The compound is C[C@]1(O)CC[C@H](Nc2ccc3ncc(-c4cccc(OC(F)(F)F)c4)n3n2)CC1. The result is 0 (non-blocker). (4) The compound is Cc1cc2c(s1)=Nc1ccccc1NC=2N1CCNCC1. The result is 0 (non-blocker). (5) The compound is O=C(CCc1ccccc1)N[C@H]1CCc2ccc(CCN3CCN(c4nsc5ccccc45)CC3)cc21. The result is 1 (blocker).